Task: Predict the reaction yield, written as a fraction of the theoretical maximum amount of product (1.0 means a 100% yield; for example, 0.34 means a 34% yield).. Dataset: Reaction yield outcomes from USPTO patents with 853,638 reactions (1) The reactants are [CH2:1]([S:8][C:9]1[CH:10]=[CH:11][C:12]([F:18])=[C:13]([C:15](=[O:17])[CH3:16])[CH:14]=1)[C:2]1[CH:7]=[CH:6][CH:5]=[CH:4][CH:3]=1.CO[C:21](OC)([N:23]([CH3:25])[CH3:24])[CH3:22]. No catalyst specified. The product is [CH2:1]([S:8][C:9]1[CH:10]=[CH:11][C:12]([F:18])=[C:13]([C:15](=[O:17])/[CH:16]=[C:21](/[N:23]([CH3:25])[CH3:24])\[CH3:22])[CH:14]=1)[C:2]1[CH:3]=[CH:4][CH:5]=[CH:6][CH:7]=1. The yield is 0.637. (2) The reactants are Cl[C:2]1[CH:3]=[C:4]([NH:10][C:11]2[CH:16]=[CH:15][N:14]=[C:13]([CH3:17])[N:12]=2)[C:5](=[O:9])[N:6]([CH3:8])[N:7]=1.[C:18]([O:21][CH2:22][C:23]1[C:24]([N:32]2[CH2:43][CH2:42][N:41]3[C:34](=[CH:35][C:36]4[CH2:37][C:38]([CH3:45])([CH3:44])[CH2:39][C:40]=43)[C:33]2=[O:46])=[N:25][CH:26]=[CH:27][C:28]=1B(O)O)(=[O:20])[CH3:19].[O-]P([O-])([O-])=O.[K+].[K+].[K+].C([O-])(=O)C.[Na+]. The catalyst is C1C=CC(P(C2C=CC=CC=2)[C-]2C=CC=C2)=CC=1.C1C=CC(P(C2C=CC=CC=2)[C-]2C=CC=C2)=CC=1.Cl[Pd]Cl.[Fe+2].O.C(#N)C. The product is [C:18]([O:21][CH2:22][C:23]1[C:24]([N:32]2[CH2:43][CH2:42][N:41]3[C:34](=[CH:35][C:36]4[CH2:37][C:38]([CH3:45])([CH3:44])[CH2:39][C:40]=43)[C:33]2=[O:46])=[N:25][CH:26]=[CH:27][C:28]=1[C:2]1[CH:3]=[C:4]([NH:10][C:11]2[CH:16]=[CH:15][N:14]=[C:13]([CH3:17])[N:12]=2)[C:5](=[O:9])[N:6]([CH3:8])[N:7]=1)(=[O:20])[CH3:19]. The yield is 0.470. (3) The reactants are I[C:2]1[C:10]2[C:5](=[C:6]([O:11][CH3:12])[N:7]=[CH:8][CH:9]=2)[NH:4][CH:3]=1.[O:13]([C:20]1[CH:25]=[CH:24][CH:23]=[CH:22][C:21]=1B(O)O)[C:14]1[CH:19]=[CH:18][CH:17]=[CH:16][CH:15]=1.[F-].[Cs+]. The catalyst is C1C=CC([P]([Pd]([P](C2C=CC=CC=2)(C2C=CC=CC=2)C2C=CC=CC=2)([P](C2C=CC=CC=2)(C2C=CC=CC=2)C2C=CC=CC=2)[P](C2C=CC=CC=2)(C2C=CC=CC=2)C2C=CC=CC=2)(C2C=CC=CC=2)C2C=CC=CC=2)=CC=1.CO. The product is [CH3:12][O:11][C:6]1[N:7]=[CH:8][CH:9]=[C:10]2[C:2]([C:15]3[CH:16]=[CH:17][CH:18]=[CH:19][C:14]=3[O:13][C:20]3[CH:21]=[CH:22][CH:23]=[CH:24][CH:25]=3)=[CH:3][NH:4][C:5]=12. The yield is 0.386. (4) The reactants are C([O:4][CH2:5][C:6]1[CH:11]=[C:10]([CH2:12][O:13]C(=O)C)[CH:9]=[CH:8][C:7]=1[Br:17])(=O)C.C(OCC1C=CC=C(COC(=O)C)C=1Br)(=O)C.[OH-].[Na+]. The catalyst is CO. The product is [OH:4][CH2:5][C:6]1[CH:11]=[C:10]([CH2:12][OH:13])[CH:9]=[CH:8][C:7]=1[Br:17]. The yield is 0.837. (5) The reactants are [F:1][C:2]1[CH:9]=[CH:8][CH:7]=[C:6]([F:10])[C:3]=1[CH:4]=O.[NH:11]1[C:15]2[CH:16]=[CH:17][CH:18]=[CH:19][C:14]=2[N:13]=[C:12]1[CH2:20][N:21]([CH:31]1[C:40]2[N:39]=[CH:38][CH:37]=[CH:36][C:35]=2[CH2:34][CH2:33][CH2:32]1)[CH2:22][C:23]1[CH:28]=[CH:27][C:26]([CH2:29][NH2:30])=[CH:25][CH:24]=1.[BH4-].[Na+]. The catalyst is CO. The product is [F:1][C:2]1[CH:9]=[CH:8][CH:7]=[C:6]([F:10])[C:3]=1[CH2:4][NH:30][CH2:29][C:26]1[CH:27]=[CH:28][C:23]([CH2:22][N:21]([CH2:20][C:12]2[NH:11][C:15]3[CH:16]=[CH:17][CH:18]=[CH:19][C:14]=3[N:13]=2)[CH:31]2[C:40]3[N:39]=[CH:38][CH:37]=[CH:36][C:35]=3[CH2:34][CH2:33][CH2:32]2)=[CH:24][CH:25]=1. The yield is 0.810. (6) The reactants are Br[C:2]1[CH:9]=[C:8]([F:10])[CH:7]=[C:6]([N:11]2[N:20]=[CH:19][C:18]3[C:13](=[C:14]([F:25])[CH:15]=[C:16]([C:21]([CH3:24])([CH3:23])[CH3:22])[CH:17]=3)[C:12]2=[O:26])[C:3]=1[CH:4]=[O:5].[CH3:27][N:28]1[CH:33]=[C:32](B2OC(C)(C)C(C)(C)O2)[CH:31]=[C:30]([NH:43][C:44]2[CH:49]=[CH:48][C:47]([N:50]3[CH2:55][CH2:54][N:53]([CH:56]4[CH2:59][O:58][CH2:57]4)[CH2:52][C@@H:51]3[CH3:60])=[CH:46][N:45]=2)[C:29]1=[O:61].[O-]P([O-])([O-])=O.[K+].[K+].[K+].C([O-])(=O)C.[Na+]. The catalyst is C1C=CC(P(C2C=CC=CC=2)[C-]2C=CC=C2)=CC=1.C1C=CC(P(C2C=CC=CC=2)[C-]2C=CC=C2)=CC=1.Cl[Pd]Cl.[Fe+2].O.C1COCC1. The product is [C:21]([C:16]1[CH:17]=[C:18]2[C:13](=[C:14]([F:25])[CH:15]=1)[C:12](=[O:26])[N:11]([C:6]1[CH:7]=[C:8]([F:10])[CH:9]=[C:2]([C:32]3[CH:31]=[C:30]([NH:43][C:44]4[CH:49]=[CH:48][C:47]([N:50]5[CH2:55][CH2:54][N:53]([CH:56]6[CH2:57][O:58][CH2:59]6)[CH2:52][C@@H:51]5[CH3:60])=[CH:46][N:45]=4)[C:29](=[O:61])[N:28]([CH3:27])[CH:33]=3)[C:3]=1[CH:4]=[O:5])[N:20]=[CH:19]2)([CH3:24])([CH3:22])[CH3:23]. The yield is 0.490.